This data is from Full USPTO retrosynthesis dataset with 1.9M reactions from patents (1976-2016). The task is: Predict the reactants needed to synthesize the given product. Given the product [CH:29]1[C:41]2[NH:40][C:39]3[C:34](=[CH:35][CH:36]=[CH:37][CH:38]=3)[C:33]=2[CH:32]=[C:31]([NH:42][C:12]([CH:9]2[CH2:8][CH2:7][N:6]([C:4]3[C:3]4[CH:15]=[CH:16][CH:17]=[CH:18][C:2]=4[S:1][CH:5]=3)[CH2:11][CH2:10]2)=[O:14])[CH:30]=1, predict the reactants needed to synthesize it. The reactants are: [S:1]1[CH:5]=[C:4]([N:6]2[CH2:11][CH2:10][CH:9]([C:12]([OH:14])=O)[CH2:8][CH2:7]2)[C:3]2[CH:15]=[CH:16][CH:17]=[CH:18][C:2]1=2.BrC1C2C=CC=CC=2SC=1.[CH:29]1[C:41]2[NH:40][C:39]3[C:34](=[CH:35][CH:36]=[CH:37][CH:38]=3)[C:33]=2[CH:32]=[C:31]([NH2:42])[CH:30]=1.